From a dataset of Catalyst prediction with 721,799 reactions and 888 catalyst types from USPTO. Predict which catalyst facilitates the given reaction. (1) Reactant: C[O:2][C:3](=[O:27])[C@@H:4]([O:8][P:9]([O:19][CH2:20][C:21]1[CH:26]=[CH:25][CH:24]=[CH:23][CH:22]=1)([O:11][CH2:12][C:13]1[CH:18]=[CH:17][CH:16]=[CH:15][CH:14]=1)=[O:10])[CH:5]([CH3:7])[CH3:6].CO.[OH-].[K+].Cl. Product: [CH2:20]([O:19][P:9]([O:8][C@@H:4]([CH:5]([CH3:7])[CH3:6])[C:3]([OH:27])=[O:2])([O:11][CH2:12][C:13]1[CH:14]=[CH:15][CH:16]=[CH:17][CH:18]=1)=[O:10])[C:21]1[CH:22]=[CH:23][CH:24]=[CH:25][CH:26]=1. The catalyst class is: 6. (2) Reactant: [NH2:1][C:2]1[CH:7]=[CH:6][C:5]([C:8]2([CH3:17])[CH2:12][S:11][C:10]([NH:13][C:14](=[O:16])[CH3:15])=[N:9]2)=[CH:4][CH:3]=1.[CH3:18][S:19](Cl)(=[O:21])=[O:20].C(=O)([O-])[O-].[Na+].[Na+]. Product: [CH3:18][S:19]([NH:1][C:2]1[CH:3]=[CH:4][C:5]([C:8]2([CH3:17])[CH2:12][S:11][C:10]([NH:13][C:14](=[O:16])[CH3:15])=[N:9]2)=[CH:6][CH:7]=1)(=[O:21])=[O:20]. The catalyst class is: 9. (3) Reactant: [F:1][C:2]1[CH:7]=[CH:6][C:5]([C:8]([O:16][CH3:17])([CH2:13][CH2:14][OH:15])[C:9]([NH:11][NH2:12])=O)=[CH:4][CH:3]=1.Cl.Cl.[CH3:20][O:21][C:22]1[CH:23]=[C:24](/[CH:34]=[CH:35]/[C:36](=[NH:40])OCC)[CH:25]=[CH:26][C:27]=1[N:28]1[CH:32]=[C:31]([CH3:33])[N:30]=[CH:29]1.C(OCC)(=O)C.O. Product: [F:1][C:2]1[CH:7]=[CH:6][C:5]([C:8]([O:16][CH3:17])([C:9]2[NH:11][N:12]=[C:36](/[CH:35]=[CH:34]/[C:24]3[CH:25]=[CH:26][C:27]([N:28]4[CH:32]=[C:31]([CH3:33])[N:30]=[CH:29]4)=[C:22]([O:21][CH3:20])[CH:23]=3)[N:40]=2)[CH2:13][CH2:14][OH:15])=[CH:4][CH:3]=1. The catalyst class is: 8. (4) Reactant: [Br:1][C:2]1[C:7]([CH3:8])=[CH:6][C:5]([NH:9][C:10]2([C:13]([OH:15])=O)[CH2:12][CH2:11]2)=[CH:4][C:3]=1[CH3:16].[O-:17][C:18]#[N:19].[K+].C(=O)([O-])O.[Na+]. Product: [Br:1][C:2]1[C:3]([CH3:16])=[CH:4][C:5]([N:9]2[C:18](=[O:17])[NH:19][C:13](=[O:15])[C:10]32[CH2:11][CH2:12]3)=[CH:6][C:7]=1[CH3:8]. The catalyst class is: 676. (5) Reactant: [CH3:1][O:2][C:3]1[CH:12]=[CH:11][C:6]([C:7]([O:9]C)=O)=[CH:5][CH:4]=1.[Br:13][C:14]1[CH:19]=[CH:18][N:17]=[C:16]([CH3:20])[CH:15]=1.C[Si](C)(C)[N-][Si](C)(C)C.[Li+]. Product: [Br:13][C:14]1[CH:19]=[CH:18][N:17]=[C:16]([CH2:20][C:7]([C:6]2[CH:5]=[CH:4][C:3]([O:2][CH3:1])=[CH:12][CH:11]=2)=[O:9])[CH:15]=1. The catalyst class is: 7. (6) Reactant: [S:1](=[O:5])(=[O:4])([OH:3])[OH:2].[OH:6][CH2:7][CH2:8][O:9][NH:10][C:11]([C:13]1[C:22]([NH:23][C:24]2[CH:29]=[CH:28][C:27]([Br:30])=[CH:26][C:25]=2[Cl:31])=[C:21]([F:32])[C:16]2[N:17]=[CH:18][N:19]([CH3:20])[C:15]=2[CH:14]=1)=[O:12].O. Product: [S:1]([OH:5])([OH:4])(=[O:3])=[O:2].[OH:6][CH2:7][CH2:8][O:9][NH:10][C:11]([C:13]1[C:22]([NH:23][C:24]2[CH:29]=[CH:28][C:27]([Br:30])=[CH:26][C:25]=2[Cl:31])=[C:21]([F:32])[C:16]2[N:17]=[CH:18][N:19]([CH3:20])[C:15]=2[CH:14]=1)=[O:12]. The catalyst class is: 7. (7) Reactant: [F:1][C:2]1[C:11]([OH:12])=[CH:10][CH:9]=[C:8]2[C:3]=1[CH:4]=[CH:5][CH:6]=[C:7]2[C:13]([OH:15])=[O:14].C([O-])([O-])=O.[Cs+].[Cs+].Cl[C:23]1[C:32]2[C:27](=[CH:28][C:29]([O:35][CH3:36])=[C:30]([O:33][CH3:34])[CH:31]=2)[N:26]=[CH:25][CH:24]=1. Product: [CH3:34][O:33][C:30]1[CH:31]=[C:32]2[C:27](=[CH:28][C:29]=1[O:35][CH3:36])[N:26]=[CH:25][CH:24]=[C:23]2[O:12][C:11]1[C:2]([F:1])=[C:3]2[C:8](=[CH:9][CH:10]=1)[C:7]([C:13]([OH:15])=[O:14])=[CH:6][CH:5]=[CH:4]2. The catalyst class is: 16.